Dataset: Peptide-MHC class II binding affinity with 134,281 pairs from IEDB. Task: Regression. Given a peptide amino acid sequence and an MHC pseudo amino acid sequence, predict their binding affinity value. This is MHC class II binding data. (1) The peptide sequence is ALSAEYAAVAQELSV. The MHC is HLA-DQA10102-DQB10502 with pseudo-sequence HLA-DQA10102-DQB10502. The binding affinity (normalized) is 0.604. (2) The peptide sequence is KKNGGDAMYMALIAAFS. The MHC is DRB1_0301 with pseudo-sequence DRB1_0301. The binding affinity (normalized) is 0.478. (3) The peptide sequence is VIPAGELQVIEKVDA. The MHC is DRB1_0901 with pseudo-sequence DRB1_0901. The binding affinity (normalized) is 0.278. (4) The peptide sequence is MMGMFNMLSTVLGVS. The MHC is DRB1_0401 with pseudo-sequence DRB1_0401. The binding affinity (normalized) is 0.446. (5) The peptide sequence is EKKYFAATQLEPLAA. The MHC is HLA-DQA10501-DQB10301 with pseudo-sequence HLA-DQA10501-DQB10301. The binding affinity (normalized) is 0.373.